From a dataset of Forward reaction prediction with 1.9M reactions from USPTO patents (1976-2016). Predict the product of the given reaction. (1) Given the reactants [CH3:1][O:2][C:3](=[O:28])[C:4]([NH:6][CH2:7][C:8]([C:10]1[C:18]2[C:13](=[C:14]([O:19][CH3:20])[CH:15]=[CH:16][CH:17]=2)[N:12]([CH2:21][CH:22]2[CH2:27][CH2:26][CH2:25][CH2:24][CH2:23]2)[CH:11]=1)=O)=O.P12(SP3(SP(SP(S3)(S1)=S)(=S)S2)=S)=[S:30], predict the reaction product. The product is: [CH3:1][O:2][C:3]([C:4]1[S:30][C:8]([C:10]2[C:18]3[C:13](=[C:14]([O:19][CH3:20])[CH:15]=[CH:16][CH:17]=3)[N:12]([CH2:21][CH:22]3[CH2:27][CH2:26][CH2:25][CH2:24][CH2:23]3)[CH:11]=2)=[CH:7][N:6]=1)=[O:28]. (2) Given the reactants [OH:1][C:2]([C@H:9]1[CH2:14][CH2:13][C@H:12]([NH:15][S:16]([CH3:19])(=[O:18])=[O:17])[CH2:11][CH2:10]1)([C:4]1[S:5][CH:6]=[CH:7][N:8]=1)[CH3:3].[Br:20]N1C(=O)CCC1=O, predict the reaction product. The product is: [Br:20][C:6]1[S:5][C:4]([C:2]([C@H:9]2[CH2:10][CH2:11][C@H:12]([NH:15][S:16]([CH3:19])(=[O:18])=[O:17])[CH2:13][CH2:14]2)([OH:1])[CH3:3])=[N:8][CH:7]=1. (3) Given the reactants [F:1][C:2]1[CH:7]=[CH:6][CH:5]=[CH:4][C:3]=1[S:8](Cl)(=[O:10])=[O:9].[Br:12][C:13]1[CH:14]=[C:15]2[C:23](=[CH:24][CH:25]=1)[NH:22][C:21]1[CH:20]([NH2:26])[CH2:19][CH2:18][CH2:17][C:16]2=1, predict the reaction product. The product is: [Br:12][C:13]1[CH:14]=[C:15]2[C:23](=[CH:24][CH:25]=1)[NH:22][C:21]1[CH:20]([NH:26][S:8]([C:3]3[CH:4]=[CH:5][CH:6]=[CH:7][C:2]=3[F:1])(=[O:10])=[O:9])[CH2:19][CH2:18][CH2:17][C:16]2=1. (4) The product is: [F:29][C:2]([F:1])([F:28])[CH:3]([OH:27])[CH2:4][NH:5][C:6]([C:8]1[C:13]([NH2:14])=[CH:12][C:11]([C:21]([F:22])([F:24])[F:23])=[C:10]([O:25][CH3:26])[N:9]=1)=[O:7]. Given the reactants [F:1][C:2]([F:29])([F:28])[CH:3]([OH:27])[CH2:4][NH:5][C:6]([C:8]1[C:13]([N:14]2C(C)=CC=C2C)=[CH:12][C:11]([C:21]([F:24])([F:23])[F:22])=[C:10]([O:25][CH3:26])[N:9]=1)=[O:7].Cl.NO, predict the reaction product. (5) Given the reactants Cl.C(OC([O:7][CH:8]([CH:16]1[CH2:21][CH2:20][C:19]([N:27]([CH3:29])[CH3:28])([C:22]2[S:23][CH:24]=[CH:25][CH:26]=2)[CH2:18][CH2:17]1)[CH2:9][C:10]1[CH:15]=[CH:14][CH:13]=[CH:12][CH:11]=1)C)C.[OH-].[Na+], predict the reaction product. The product is: [CH3:29][N:27]([CH3:28])[C:19]1([C:22]2[S:23][CH:24]=[CH:25][CH:26]=2)[CH2:18][CH2:17][CH:16]([CH:8]([OH:7])[CH2:9][C:10]2[CH:15]=[CH:14][CH:13]=[CH:12][CH:11]=2)[CH2:21][CH2:20]1. (6) Given the reactants Cl[C:2]1[N:7]=[CH:6][C:5]([C:8](=[O:10])[CH3:9])=[CH:4][CH:3]=1.C(O)C.[CH3:14][NH:15][CH3:16], predict the reaction product. The product is: [CH3:14][N:15]([CH3:16])[C:2]1[N:7]=[CH:6][C:5]([C:8](=[O:10])[CH3:9])=[CH:4][CH:3]=1. (7) Given the reactants [N+:1]([C:4]1[CH:14]=[CH:13][CH:12]=[CH:11][C:5]=1[O:6][CH2:7][C:8](=O)[CH3:9])([O-])=O, predict the reaction product. The product is: [CH3:9][CH:8]1[NH:1][C:4]2[CH:14]=[CH:13][CH:12]=[CH:11][C:5]=2[O:6][CH2:7]1. (8) Given the reactants [N:1]1[C:2]([CH:10]=[O:11])=[CH:3][N:4]2[CH2:9][CH2:8][S:7][CH2:6][C:5]=12.[Mg+2].[Br-].[Br-].[N+:15]([C:18]1[CH:36]=[CH:35][C:21]([CH2:22][O:23][C:24]([C:26]2[N:27]3[C@H:30]([S:31][CH:32]=2)[C@@H:29]([Br:33])[C:28]3=[O:34])=[O:25])=[CH:20][CH:19]=1)([O-:17])=[O:16].[C:37](OC(=O)C)(=[O:39])[CH3:38].C(O)(=O)CC(CC(O)=O)(C(O)=O)O, predict the reaction product. The product is: [N+:15]([C:18]1[CH:36]=[CH:35][C:21]([CH2:22][O:23][C:24]([C:26]2[N:27]3[C@H:30]([S:31][CH:32]=2)[C:29]([CH:10]([O:11][C:37](=[O:39])[CH3:38])[C:2]2[N:1]=[C:5]4[N:4]([CH:3]=2)[CH2:9][CH2:8][S:7][CH2:6]4)([Br:33])[C:28]3=[O:34])=[O:25])=[CH:20][CH:19]=1)([O-:17])=[O:16].